From a dataset of Blood-brain barrier permeability classification from the B3DB database. Regression/Classification. Given a drug SMILES string, predict its absorption, distribution, metabolism, or excretion properties. Task type varies by dataset: regression for continuous measurements (e.g., permeability, clearance, half-life) or binary classification for categorical outcomes (e.g., BBB penetration, CYP inhibition). Dataset: b3db_classification. (1) The molecule is CC(C)(C(=O)O)c1ccc([C@@H](O)CCCN2CCC(C(O)(c3ccccc3)c3ccccc3)CC2)cc1. The result is 0 (does not penetrate BBB). (2) The molecule is CN1C[C@H](C(=O)N[C@]2(C)O[C@@]3(O)[C@@H]4CCCN4C(=O)[C@H](Cc4ccccc4)N3C2=O)C[C@@H]2c3cccc4[nH]cc(c34)C[C@H]21. The result is 0 (does not penetrate BBB). (3) The drug is CC1NC(=NCC(F)F)Nc2cccc(Cl)c21. The result is 1 (penetrates BBB). (4) The result is 0 (does not penetrate BBB). The compound is CCCc1nc(C)c2c(=O)[nH]c(-c3cc(S(=O)(=O)N4CCN(CC)CC4)ccc3OCC)nn12. (5) The compound is CC1(C)SC2C(NC(=O)C(N=Cc3ccco3)c3ccc(O)cc3)C(=O)N2C1C(=O)O. The result is 0 (does not penetrate BBB).